Predict which catalyst facilitates the given reaction. From a dataset of Catalyst prediction with 721,799 reactions and 888 catalyst types from USPTO. (1) Reactant: Br[CH2:2][C:3]1[C:15]2[C:14]3[CH:13]=[CH:12][C:11]([F:16])=[CH:10][C:9]=3[C:8]([O:17]COC)=[N:7][C:6]=2[N:5]([CH3:21])[N:4]=1.[NH:22]1[CH2:27][CH2:26][CH2:25][CH2:24]C1.C(=O)([O-])[O-].[K+].[K+].O. Product: [F:16][C:11]1[CH:12]=[CH:13][C:14]2[C:15]3[C:3]([CH2:2][N:22]4[CH2:24][CH2:25][CH2:26][CH2:27]4)=[N:4][N:5]([CH3:21])[C:6]=3[NH:7][C:8](=[O:17])[C:9]=2[CH:10]=1. The catalyst class is: 10. (2) Reactant: [Cl:1][C:2]1[CH:7]=[CH:6][CH:5]=[CH:4][C:3]=1[N:8]1[C:17](=[O:18])[C:16]2[C:11](=[N:12][C:13](S(C)=O)=[N:14][CH:15]=2)[N:10]2[CH:22]=[CH:23][N:24]=[C:9]12.[NH2:25][C:26]1[CH:35]=[C:34]2[C:29]([CH2:30][CH2:31][N:32]([C:36]([O:38][C:39]([CH3:42])([CH3:41])[CH3:40])=[O:37])[CH2:33]2)=[CH:28][CH:27]=1. Product: [Cl:1][C:2]1[CH:7]=[CH:6][CH:5]=[CH:4][C:3]=1[N:8]1[C:17](=[O:18])[C:16]2[CH:15]=[N:14][C:13]([NH:25][C:26]3[CH:35]=[C:34]4[C:29]([CH2:30][CH2:31][N:32]([C:36]([O:38][C:39]([CH3:42])([CH3:41])[CH3:40])=[O:37])[CH2:33]4)=[CH:28][CH:27]=3)=[N:12][C:11]=2[N:10]2[CH:22]=[CH:23][N:24]=[C:9]12. The catalyst class is: 13. (3) Reactant: [CH:1]1[C:6]([C@H:7]2[C@H:12]([CH2:13][O:14][C:15]3[CH:16]=[CH:17][C:18]4[O:23][CH2:22][O:21][C:19]=4[CH:20]=3)[CH2:11][NH:10][CH2:9][CH2:8]2)=[CH:5][CH:4]=[C:3](F)[CH:2]=1.[CH3:25][S:26]([OH:29])(=[O:28])=[O:27]. Product: [CH3:25][S:26]([OH:29])(=[O:28])=[O:27].[CH2:8]1[C@@H:7]([C:6]2[CH:1]=[CH:2][CH:3]=[CH:4][CH:5]=2)[C@H:12]([CH2:13][O:14][C:15]2[CH:16]=[CH:17][C:18]3[O:23][CH2:22][O:21][C:19]=3[CH:20]=2)[CH2:11][NH:10][CH2:9]1. The catalyst class is: 41. (4) Reactant: [F:1][C:2]([F:31])([F:30])[C:3]([C:9]1[CH:29]=[CH:28][C:12]([CH2:13][N:14]2[CH2:19][CH2:18][N:17](C(OC(C)(C)C)=O)[CH2:16][C:15]2=[O:27])=[CH:11][CH:10]=1)([OH:8])[C:4]([F:7])([F:6])[F:5].FC(F)(F)C(O)=O. Product: [F:30][C:2]([F:1])([F:31])[C:3]([C:9]1[CH:10]=[CH:11][C:12]([CH2:13][N:14]2[CH2:19][CH2:18][NH:17][CH2:16][C:15]2=[O:27])=[CH:28][CH:29]=1)([OH:8])[C:4]([F:7])([F:6])[F:5]. The catalyst class is: 4. (5) Reactant: C(OC(=O)[NH:7][C:8]1[CH:13]=[C:12]([N:14]([CH3:18])[CH2:15][CH2:16][CH3:17])[C:11]([C:19]([F:22])([F:21])[F:20])=[CH:10][C:9]=1[NH:23][C:24](=[O:40])[CH2:25][C:26](=O)[C:27]1[CH:32]=[CH:31][CH:30]=[C:29]([C:33]2[CH:38]=[CH:37][N:36]=[CH:35][CH:34]=2)[CH:28]=1)(C)(C)C.C(O)(C(F)(F)F)=O. Product: [CH3:18][N:14]([CH2:15][CH2:16][CH3:17])[C:12]1[C:11]([C:19]([F:21])([F:20])[F:22])=[CH:10][C:9]2[NH:23][C:24](=[O:40])[CH2:25][C:26]([C:27]3[CH:32]=[CH:31][CH:30]=[C:29]([C:33]4[CH:38]=[CH:37][N:36]=[CH:35][CH:34]=4)[CH:28]=3)=[N:7][C:8]=2[CH:13]=1. The catalyst class is: 2.